From a dataset of Full USPTO retrosynthesis dataset with 1.9M reactions from patents (1976-2016). Predict the reactants needed to synthesize the given product. (1) The reactants are: [NH2:1][C:2]1[N:6]([C:7]2[CH:8]=[C:9]([CH:16]=[CH:17][C:18]=2[CH3:19])[C:10]([NH:12][CH:13]2[CH2:15][CH2:14]2)=[O:11])[N:5]=[CH:4][C:3]=1[C:20](=[O:30])[C:21]1[CH:26]=[CH:25][CH:24]=[C:23]([C:27](=O)[NH2:28])[CH:22]=1.COC(OC)[N:34]([CH3:36])C.C[N:40](C=O)C. Given the product [NH2:1][C:2]1[N:6]([C:7]2[CH:8]=[C:9]([CH:16]=[CH:17][C:18]=2[CH3:19])[C:10]([NH:12][CH:13]2[CH2:15][CH2:14]2)=[O:11])[N:5]=[CH:4][C:3]=1[C:20](=[O:30])[C:21]1[CH:26]=[CH:25][CH:24]=[C:23]([C:27]2[NH:34][CH:36]=[N:40][N:28]=2)[CH:22]=1, predict the reactants needed to synthesize it. (2) Given the product [CH3:12][C:9]1[CH:8]=[CH:7][CH:6]=[C:5]2[C:10]=1[CH:11]=[C:2]([N:18]1[CH2:19][CH2:20][CH2:21][N:15]([CH3:14])[CH2:16][CH2:17]1)[NH:3][C:4]2=[O:13], predict the reactants needed to synthesize it. The reactants are: Cl[C:2]1[NH:3][C:4](=[O:13])[C:5]2[C:10]([CH:11]=1)=[C:9]([CH3:12])[CH:8]=[CH:7][CH:6]=2.[CH3:14][N:15]1[CH2:21][CH2:20][CH2:19][NH:18][CH2:17][CH2:16]1.